From a dataset of Reaction yield outcomes from USPTO patents with 853,638 reactions. Predict the reaction yield, written as a fraction of the theoretical maximum amount of product (1.0 means a 100% yield; for example, 0.34 means a 34% yield). (1) The reactants are [CH3:1][NH:2][C:3](=[O:6])[CH:4]=[CH2:5].[CH2:7]([NH2:9])[CH3:8]. No catalyst specified. The product is [CH2:7]([NH:9][CH2:5][CH2:4][C:3]([NH:2][CH3:1])=[O:6])[CH3:8]. The yield is 0.990. (2) The product is [C:29]([C:28]1[C:27]2[C:22](=[CH:23][C:24]([O:31][CH3:32])=[CH:25][CH:26]=2)[N:21]([CH2:33][CH3:34])[C:20]=1[C:19]#[C:18][C:15]1[CH:16]=[CH:17][C:12]([NH:11][CH:8]=[O:10])=[CH:13][CH:14]=1)#[N:30]. The reactants are C(OC(=O)C)(=O)C.[CH:8]([OH:10])=O.[NH2:11][C:12]1[CH:17]=[CH:16][C:15]([C:18]#[C:19][C:20]2[N:21]([CH2:33][CH3:34])[C:22]3[C:27]([C:28]=2[C:29]#[N:30])=[CH:26][CH:25]=[C:24]([O:31][CH3:32])[CH:23]=3)=[CH:14][CH:13]=1.C(OC=O)(=O)C. The catalyst is C1COCC1. The yield is 0.960. (3) The reactants are C[O:2][C:3]([C:5]1[S:6][CH:7]=[C:8]([Br:10])[CH:9]=1)=[O:4].[OH-:11].[Na+].CO.O.Cl. The catalyst is C(OCC)(=O)C. The product is [Br:10][C:8]1[C:9]([OH:11])=[C:5]([C:3]([OH:2])=[O:4])[S:6][CH:7]=1. The yield is 0.694.